Task: Binary Classification. Given a miRNA mature sequence and a target amino acid sequence, predict their likelihood of interaction.. Dataset: Experimentally validated miRNA-target interactions with 360,000+ pairs, plus equal number of negative samples The miRNA is hsa-miR-376a-5p with sequence GUAGAUUCUCCUUCUAUGAGUA. The protein sequence of the target gene is MAGVGDAAAPGEGGGGGVDGPQRDGRGEAEQPGGSGGQGPPPAPQLTETLGFYESDRRRERRRGRTELSLLRFLSAELTRGYFLEHNEAKYTERRERVYTCLRIPRELEKLMVFGIFLCLDAFLYVFTLLPLRVFLALFRLLTLPCYGLRDRRLLQPAQVCDILKGVILVICYFMMHYVDYSMMYHLIRGQSVIKLYIIYNMLEVADRLFSSFGQDILDALYWTATEPKERKRAHIGVIPHFFMAVLYVFLHAILIMVQATTLNVAFNSHNKSLLTIMMSNNFVEIKGSVFKKFEKNNLF.... Result: 0 (no interaction).